This data is from Full USPTO retrosynthesis dataset with 1.9M reactions from patents (1976-2016). The task is: Predict the reactants needed to synthesize the given product. (1) Given the product [CH3:24][O:23][C:3]1[CH:4]=[C:5]([N:8]2[CH2:13][CH2:12][CH2:11][CH:10]([N:14]3[CH2:15][CH2:16][N:17]([C:20](=[O:22])[CH3:21])[CH2:18][CH2:19]3)[CH2:9]2)[CH:6]=[CH:7][C:2]=1[NH:1][C:28]1[N:33]=[CH:32][C:31]2=[CH:34][CH:35]=[C:36]([C:37]3[CH:42]=[CH:41][CH:40]=[CH:39][C:38]=3[O:43][CH3:44])[N:30]2[N:29]=1, predict the reactants needed to synthesize it. The reactants are: [NH2:1][C:2]1[CH:7]=[CH:6][C:5]([N:8]2[CH2:13][CH2:12][CH2:11][CH:10]([N:14]3[CH2:19][CH2:18][N:17]([C:20](=[O:22])[CH3:21])[CH2:16][CH2:15]3)[CH2:9]2)=[CH:4][C:3]=1[O:23][CH3:24].CS([C:28]1[N:33]=[CH:32][C:31]2=[CH:34][CH:35]=[C:36]([C:37]3[CH:42]=[CH:41][CH:40]=[CH:39][C:38]=3[O:43][CH3:44])[N:30]2[N:29]=1)=O.C(N(CC)C(C)C)(C)C. (2) Given the product [Br:21][C:22]1[C:30]2[C:29]([NH:1][C@H:2]([C:4]3[N:9]([C:10]4[CH:15]=[CH:14][CH:13]=[CH:12][CH:11]=4)[C:8](=[O:16])[C:7]4=[C:17]([CH3:20])[CH:18]=[CH:19][N:6]4[N:5]=3)[CH3:3])=[N:28][CH:27]=[N:26][C:25]=2[N:24]([CH2:32][O:33][CH2:34][CH2:35][Si:36]([CH3:39])([CH3:38])[CH3:37])[CH:23]=1, predict the reactants needed to synthesize it. The reactants are: [NH2:1][C@H:2]([C:4]1[N:9]([C:10]2[CH:15]=[CH:14][CH:13]=[CH:12][CH:11]=2)[C:8](=[O:16])[C:7]2=[C:17]([CH3:20])[CH:18]=[CH:19][N:6]2[N:5]=1)[CH3:3].[Br:21][C:22]1[C:30]2[C:29](Cl)=[N:28][CH:27]=[N:26][C:25]=2[N:24]([CH2:32][O:33][CH2:34][CH2:35][Si:36]([CH3:39])([CH3:38])[CH3:37])[CH:23]=1.[F-].[Cs+].C(N(CC)C(C)C)(C)C. (3) Given the product [ClH:1].[CH:11]1([O:14][C:15]2[CH:16]=[CH:17][C:18]([C:21]3[S:39][C:24]4[C:25](=[O:38])[N:26]([C:29]5[CH:34]=[CH:33][C:32]([O:35][CH2:2][CH2:3][N:4]6[CH2:8][CH2:7][CH2:6][CH2:5]6)=[C:31]([O:36][CH3:37])[CH:30]=5)[CH2:27][CH2:28][C:23]=4[CH:22]=3)=[CH:19][CH:20]=2)[CH2:12][CH2:13]1, predict the reactants needed to synthesize it. The reactants are: [Cl:1][CH2:2][CH2:3][N:4]1[CH2:8][CH2:7][CH2:6][CH2:5]1.[OH-].[Na+].[CH:11]1([O:14][C:15]2[CH:20]=[CH:19][C:18]([C:21]3[S:39][C:24]4[C:25](=[O:38])[N:26]([C:29]5[CH:34]=[CH:33][C:32]([OH:35])=[C:31]([O:36][CH3:37])[CH:30]=5)[CH2:27][CH2:28][C:23]=4[CH:22]=3)=[CH:17][CH:16]=2)[CH2:13][CH2:12]1.C1(O)C=CC=CC=1.C([O-])([O-])=O.[K+].[K+].[Cl-]. (4) Given the product [O:17]=[C:16]1[C:15]2[C:14](=[CH:11][C:6]([C:7]([OH:9])=[O:8])=[CH:5][CH:4]=2)[CH2:19][NH:18]1, predict the reactants needed to synthesize it. The reactants are: C(C1C=[CH:11][C:6]([C:7]([O:9]C)=[O:8])=[C:5](C)[CH:4]=1)#N.[CH2:14]1[C:19](=O)[N:18](Br)[C:16](=[O:17])[CH2:15]1.CC(N=NC(C#N)(C)C)(C#N)C.CCOC(C)=O. (5) Given the product [CH2:1]([O:8][C:9]1[CH:10]=[CH:11][C:12]([CH2:16][N:25]2[C:26]3[C:31](=[C:30]([N+:32]([O-:34])=[O:33])[CH:29]=[CH:28][CH:27]=3)[C:23]([Br:22])=[N:24]2)=[N:13][C:14]=1[CH3:15])[C:2]1[CH:7]=[CH:6][CH:5]=[CH:4][CH:3]=1, predict the reactants needed to synthesize it. The reactants are: [CH2:1]([O:8][C:9]1[CH:10]=[CH:11][C:12]([CH2:16]O)=[N:13][C:14]=1[CH3:15])[C:2]1[CH:7]=[CH:6][CH:5]=[CH:4][CH:3]=1.S(Cl)(Cl)=O.[Br:22][C:23]1[C:31]2[C:26](=[CH:27][CH:28]=[CH:29][C:30]=2[N+:32]([O-:34])=[O:33])[NH:25][N:24]=1.C([O-])([O-])=O.[K+].[K+]. (6) Given the product [C:1](/[C:3](=[C:7]1/[S:8]/[C:9](=[CH:15]\[C:16]2[CH:17]=[N:18][CH:19]=[CH:20][CH:21]=2)/[C:10](=[O:14])[N:11]/1[CH2:12][CH3:13])/[C:4]([NH:49][CH2:48][C:47]([F:51])([F:50])[F:46])=[O:6])#[N:2], predict the reactants needed to synthesize it. The reactants are: [C:1](/[C:3](=[C:7]1/[S:8]/[C:9](=[CH:15]\[C:16]2[CH:17]=[N:18][CH:19]=[CH:20][CH:21]=2)/[C:10](=[O:14])[N:11]/1[CH2:12][CH3:13])/[C:4]([OH:6])=O)#[N:2].CN(C(ON1N=NC2C=CC=NC1=2)=[N+](C)C)C.F[P-](F)(F)(F)(F)F.[F:46][C:47]([F:51])([F:50])[CH2:48][NH2:49].C(OCC)(=O)C. (7) Given the product [NH2:1][C@H:2]([C:7]([OH:9])=[O:8])[CH2:3][CH2:4][CH2:5][CH3:6].[CH:37]1[CH:36]=[CH:35][C:34]([C:33]([Cl:47])([C:40]2[C:45]([Cl:46])=[CH:44][CH:43]=[CH:42][CH:41]=2)[C:30]2[CH:31]=[CH:32][CH:27]=[CH:28][CH:29]=2)=[CH:39][CH:38]=1, predict the reactants needed to synthesize it. The reactants are: [NH:1](C(OCC1C2C(=CC=CC=2)C2C1=CC=CC=2)=O)[C@H:2]([C:7]([OH:9])=[O:8])[CH2:3][CH2:4][CH2:5][CH3:6].[CH:27]1[CH:32]=[CH:31][C:30]([C:33]([Cl:47])([C:40]2[C:45]([Cl:46])=[CH:44][CH:43]=[CH:42][CH:41]=2)[C:34]2[CH:39]=[CH:38][CH:37]=[CH:36][CH:35]=2)=[CH:29][CH:28]=1.